Dataset: Retrosynthesis with 50K atom-mapped reactions and 10 reaction types from USPTO. Task: Predict the reactants needed to synthesize the given product. The reactants are: Nc1cc(Cl)c(Cl)cc1[N+](=O)[O-].Oc1cccc(Cl)c1Cl. Given the product Nc1cc(Oc2cccc(Cl)c2Cl)c(Cl)cc1[N+](=O)[O-], predict the reactants needed to synthesize it.